From a dataset of Forward reaction prediction with 1.9M reactions from USPTO patents (1976-2016). Predict the product of the given reaction. (1) Given the reactants CCN(C(C)C)C(C)C.[F:10][C:11]([F:22])([F:21])[C:12]1[CH:20]=[CH:19][CH:18]=[CH:17][C:13]=1[C:14]([OH:16])=O.CCN=C=NCCCN(C)C.C1C=CC2N(O)N=NC=2C=1.[C:44]([N:51]1[CH2:56][CH2:55][NH:54][CH2:53][CH2:52]1)([O:46][C:47]([CH3:50])([CH3:49])[CH3:48])=[O:45], predict the reaction product. The product is: [C:47]([O:46][C:44]([N:51]1[CH2:56][CH2:55][N:54]([C:14](=[O:16])[C:13]2[CH:17]=[CH:18][CH:19]=[CH:20][C:12]=2[C:11]([F:10])([F:22])[F:21])[CH2:53][CH2:52]1)=[O:45])([CH3:50])([CH3:48])[CH3:49]. (2) Given the reactants [NH2:1][C:2]1[C:3]([F:14])=[CH:4][C:5]([Cl:13])=[C:6]([CH:12]=1)[C:7]([O:9][CH2:10][CH3:11])=[O:8].[N:15]([O-])=O.[Na+].[Sn](Cl)Cl, predict the reaction product. The product is: [ClH:13].[Cl:13][C:5]1[CH:4]=[C:3]([F:14])[C:2]([NH:1][NH2:15])=[CH:12][C:6]=1[C:7]([O:9][CH2:10][CH3:11])=[O:8].